The task is: Predict the product of the given reaction.. This data is from Forward reaction prediction with 1.9M reactions from USPTO patents (1976-2016). Given the reactants [F:1][C:2]1[CH:7]=[CH:6][C:5]([C:8]([F:11])([F:10])[F:9])=[C:4]([CH3:12])[CH:3]=1.[N+:13]([O-])([O-:15])=[O:14].[K+], predict the reaction product. The product is: [F:1][C:2]1[CH:3]=[C:4]([CH3:12])[C:5]([C:8]([F:9])([F:10])[F:11])=[CH:6][C:7]=1[N+:13]([O-:15])=[O:14].